This data is from Full USPTO retrosynthesis dataset with 1.9M reactions from patents (1976-2016). The task is: Predict the reactants needed to synthesize the given product. (1) Given the product [CH3:24][C:23]([CH3:26])([CH3:25])[CH2:22][C:21]1[C:20]([CH3:28])=[C:5]2[C:4]([CH:3]3[C:2]([CH3:11])([CH3:1])[CH:6]2[CH2:7][CH2:8]3)=[N:31][N:30]=1, predict the reactants needed to synthesize it. The reactants are: [CH3:1][C:2]1([CH3:11])[CH:6]2[CH2:7][CH2:8][CH:3]1[C:4](=O)[C:5]2=O.C(OP([CH:20]([CH3:28])[C:21](=O)[CH2:22][C:23]([CH3:26])([CH3:25])[CH3:24])(=O)OCC)C.O.[NH2:30][NH2:31]. (2) Given the product [OH:9][CH2:8][C@@H:6]1[CH2:7][C:3]2([CH2:2][CH2:1]2)[CH2:4][N:5]1[C:10]([O:12][C:13]([CH3:16])([CH3:15])[CH3:14])=[O:11], predict the reactants needed to synthesize it. The reactants are: [CH2:1]1[C:3]2([CH2:7][C@@H:6]([CH2:8][OH:9])[NH:5][CH2:4]2)[CH2:2]1.[C:10](O[C:10]([O:12][C:13]([CH3:16])([CH3:15])[CH3:14])=[O:11])([O:12][C:13]([CH3:16])([CH3:15])[CH3:14])=[O:11]. (3) Given the product [Br:9][C:5]1[N:6]=[C:7]([C:18]#[C:17][C:12]2[CH:13]=[CH:14][CH:15]=[CH:16][C:11]=2[Cl:10])[C:2]([NH2:1])=[N:3][CH:4]=1, predict the reactants needed to synthesize it. The reactants are: [NH2:1][C:2]1[C:7](Br)=[N:6][C:5]([Br:9])=[CH:4][N:3]=1.[Cl:10][C:11]1[CH:16]=[CH:15][CH:14]=[CH:13][C:12]=1[C:17]#[CH:18]. (4) Given the product [C:31]([O:35][C:36](=[O:37])[O:1][C:2]1[CH:7]=[C:6]([O:8][C:36]([O:35][C:31]([CH3:34])([CH3:33])[CH3:32])=[O:37])[C:5]([CH:9]([CH3:10])[CH3:11])=[CH:4][C:3]=1[C:12]([N:14]1[CH2:22][C:21]2[C:16](=[CH:17][CH:18]=[C:19]([CH2:23][N:24]3[CH2:29][CH2:28][N:27]([CH3:30])[CH2:26][CH2:25]3)[CH:20]=2)[CH2:15]1)=[O:13])([CH3:34])([CH3:33])[CH3:32], predict the reactants needed to synthesize it. The reactants are: [OH:1][C:2]1[CH:7]=[C:6]([OH:8])[C:5]([CH:9]([CH3:11])[CH3:10])=[CH:4][C:3]=1[C:12]([N:14]1[CH2:22][C:21]2[C:16](=[CH:17][CH:18]=[C:19]([CH2:23][N:24]3[CH2:29][CH2:28][N:27]([CH3:30])[CH2:26][CH2:25]3)[CH:20]=2)[CH2:15]1)=[O:13].[C:31]([O:35][C:36](O[C:36]([O:35][C:31]([CH3:34])([CH3:33])[CH3:32])=[O:37])=[O:37])([CH3:34])([CH3:33])[CH3:32].